Dataset: hERG Central: cardiac toxicity at 1µM, 10µM, and general inhibition. Task: Predict hERG channel inhibition at various concentrations. (1) The compound is COc1cccc(CNC(=O)C2CCN(S(=O)(=O)c3ccc(-n4cnnn4)cc3)CC2)c1. Results: hERG_inhib (hERG inhibition (general)): blocker. (2) The compound is Cc1ccc2[nH]c3c(N4CCN(Cc5ccccc5)CC4)ncnc3c2c1. Results: hERG_inhib (hERG inhibition (general)): blocker. (3) The compound is CC(C(O)c1ccc(O)cc1)N1CCC(Cc2ccccc2)CC1.O=C(O)C(O)C(O)C(=O)O. Results: hERG_inhib (hERG inhibition (general)): blocker. (4) The molecule is N=c1c2c(-c3ccccc3)c(-c3ccccc3)n(Cc3ccco3)c2ncn1Cc1ccco1. Results: hERG_inhib (hERG inhibition (general)): blocker. (5) Results: hERG_inhib (hERG inhibition (general)): blocker. The compound is Cc1ccc(S(=O)(=O)/N=C(/Nc2c(C)n(C)n(-c3ccccc3)c2=O)c2ccc(Cl)cc2)cc1.